Binary Classification. Given a drug SMILES string, predict its activity (active/inactive) in a high-throughput screening assay against a specified biological target. From a dataset of HIV replication inhibition screening data with 41,000+ compounds from the AIDS Antiviral Screen. (1) The molecule is Fc1ccc(C(=NCc2ccccc2)N2CCOCC2)cc1. The result is 0 (inactive). (2) The drug is c1cc(-c2cnc(-c3ccc4c(c3)CCCO4)o2)ccn1. The result is 0 (inactive). (3) The compound is CC(=O)n1c2ccc(Br)cc2c2nc3ccccc3nc21. The result is 0 (inactive). (4) The drug is CC1=CC2CC(C)=C(CCC3(C)CCC(C(C)C(=O)O)OO3)C(C)(C)C2CC1. The result is 0 (inactive). (5) The drug is CCC(C)CC(C)CC(C)C=C(C)C1=C(C)CC(C)(O)O1. The result is 0 (inactive). (6) The molecule is O=S(=O)(O)C(O)CC(O)S(=O)(=O)O. The result is 0 (inactive).